Task: Predict the product of the given reaction.. Dataset: Forward reaction prediction with 1.9M reactions from USPTO patents (1976-2016) (1) Given the reactants [CH3:1][C:2]1[CH:3]=[CH:4][C:5]([N+:11]([O-:13])=[O:12])=[C:6]([CH:10]=1)[C:7]([OH:9])=O.C(Cl)(=O)C(Cl)=O.[NH2:20][C:21]1[CH:26]=[CH:25][C:24]([Cl:27])=[CH:23][N:22]=1.N1C=CC=CC=1, predict the reaction product. The product is: [Cl:27][C:24]1[CH:25]=[CH:26][C:21]([NH:20][C:7]([C:6]2[CH:10]=[C:2]([CH3:1])[CH:3]=[CH:4][C:5]=2[N+:11]([O-:13])=[O:12])=[O:9])=[N:22][CH:23]=1. (2) Given the reactants [CH3:1][O:2][C:3]1[CH:4]=[C:5]([CH:8]=[C:9]([O:21][CH3:22])[C:10]=1[O:11][CH2:12][CH2:13][CH2:14][C:15]1[CH:20]=[CH:19][CH:18]=[CH:17][CH:16]=1)[CH:6]=O.[ClH:23].CO.C(O[CH:29](OCC)[CH2:30][NH:31][CH2:32][C:33]1[CH:38]=[CH:37][CH:36]=[C:35]([O:39][CH2:40][CH3:41])[C:34]=1[OH:42])C, predict the reaction product. The product is: [ClH:23].[CH3:1][O:2][C:3]1[CH:4]=[C:5]([CH:8]=[C:9]([O:21][CH3:22])[C:10]=1[O:11][CH2:12][CH2:13][CH2:14][C:15]1[CH:20]=[CH:19][CH:18]=[CH:17][CH:16]=1)[CH2:6][C:29]1[C:38]2[C:33](=[C:34]([OH:42])[C:35]([O:39][CH2:40][CH3:41])=[CH:36][CH:37]=2)[CH:32]=[N:31][CH:30]=1. (3) The product is: [C:16]([C:15]1[CH:18]=[CH:19][C:12]([N:4]2[C@@H:5]([CH:7]3[CH2:11][CH2:10][CH2:9][CH2:8]3)[CH2:6][C:2]([C:29]3[CH:28]=[CH:27][C:26]([NH:25][S:22]([CH3:21])(=[O:23])=[O:24])=[CH:31][CH:30]=3)=[N:3]2)=[N:13][C:14]=1[CH3:20])#[N:17]. Given the reactants Cl[C:2]1[CH2:6][C@H:5]([CH:7]2[CH2:11][CH2:10][CH2:9][CH2:8]2)[N:4]([C:12]2[CH:19]=[CH:18][C:15]([C:16]#[N:17])=[C:14]([CH3:20])[N:13]=2)[N:3]=1.[CH3:21][S:22]([NH:25][C:26]1[CH:31]=[CH:30][C:29](B(O)O)=[CH:28][CH:27]=1)(=[O:24])=[O:23], predict the reaction product. (4) Given the reactants C[O:2][C:3](=[O:36])[C:4]1[CH:9]=[C:8]([C:10]([F:13])([F:12])[F:11])[CH:7]=[C:6]([N:14]2[C:18]([CH3:19])=[CH:17][CH:16]=[C:15]2[C:20]2[CH:25]=[C:24]([CH3:26])[CH:23]=[CH:22][C:21]=2[O:27][CH2:28][C:29]2[CH:34]=[CH:33][C:32]([F:35])=[CH:31][CH:30]=2)[CH:5]=1, predict the reaction product. The product is: [CH3:26][C:24]1[CH:23]=[CH:22][C:21]([O:27][CH2:28][C:29]2[CH:30]=[CH:31][C:32]([F:35])=[CH:33][CH:34]=2)=[C:20]([C:15]2[N:14]([C:6]3[CH:5]=[C:4]([CH:9]=[C:8]([C:10]([F:12])([F:11])[F:13])[CH:7]=3)[C:3]([OH:36])=[O:2])[C:18]([CH3:19])=[CH:17][CH:16]=2)[CH:25]=1.